From a dataset of Forward reaction prediction with 1.9M reactions from USPTO patents (1976-2016). Predict the product of the given reaction. Given the reactants [C:1]([C:3]([C:6]1[CH:7]=[C:8]([CH:12]=[CH:13][CH:14]=1)[C:9]([OH:11])=O)([CH3:5])[CH3:4])#[N:2].[Cl:15][C:16]1[CH:21]=[CH:20][C:19]([NH2:22])=[CH:18][C:17]=1[NH2:23].CN(C(ON1N=NC2C=CC=NC1=2)=[N+](C)C)C.F[P-](F)(F)(F)(F)F.CCN(C(C)C)C(C)C, predict the reaction product. The product is: [NH2:23][C:17]1[CH:18]=[C:19]([NH:22][C:9](=[O:11])[C:8]2[CH:12]=[CH:13][CH:14]=[C:6]([C:3]([C:1]#[N:2])([CH3:4])[CH3:5])[CH:7]=2)[CH:20]=[CH:21][C:16]=1[Cl:15].